Dataset: NCI-60 drug combinations with 297,098 pairs across 59 cell lines. Task: Regression. Given two drug SMILES strings and cell line genomic features, predict the synergy score measuring deviation from expected non-interaction effect. (1) Drug 1: CS(=O)(=O)C1=CC(=C(C=C1)C(=O)NC2=CC(=C(C=C2)Cl)C3=CC=CC=N3)Cl. Drug 2: C1=CC(=CC=C1CC(C(=O)O)N)N(CCCl)CCCl.Cl. Cell line: HS 578T. Synergy scores: CSS=14.8, Synergy_ZIP=-0.552, Synergy_Bliss=8.36, Synergy_Loewe=-1.06, Synergy_HSA=1.50. (2) Drug 1: C1CCC(C1)C(CC#N)N2C=C(C=N2)C3=C4C=CNC4=NC=N3. Drug 2: CC1=C2C(C(=O)C3(C(CC4C(C3C(C(C2(C)C)(CC1OC(=O)C(C(C5=CC=CC=C5)NC(=O)OC(C)(C)C)O)O)OC(=O)C6=CC=CC=C6)(CO4)OC(=O)C)O)C)O. Cell line: A549. Synergy scores: CSS=52.1, Synergy_ZIP=2.92, Synergy_Bliss=2.81, Synergy_Loewe=-12.0, Synergy_HSA=4.56. (3) Drug 1: CCCS(=O)(=O)NC1=C(C(=C(C=C1)F)C(=O)C2=CNC3=C2C=C(C=N3)C4=CC=C(C=C4)Cl)F. Drug 2: CCC1=C2CN3C(=CC4=C(C3=O)COC(=O)C4(CC)O)C2=NC5=C1C=C(C=C5)O. Cell line: OVCAR-8. Synergy scores: CSS=36.5, Synergy_ZIP=5.34, Synergy_Bliss=4.57, Synergy_Loewe=-28.9, Synergy_HSA=2.98. (4) Drug 1: C1=CC(=CC=C1C#N)C(C2=CC=C(C=C2)C#N)N3C=NC=N3. Drug 2: CCCCC(=O)OCC(=O)C1(CC(C2=C(C1)C(=C3C(=C2O)C(=O)C4=C(C3=O)C=CC=C4OC)O)OC5CC(C(C(O5)C)O)NC(=O)C(F)(F)F)O. Cell line: LOX IMVI. Synergy scores: CSS=41.7, Synergy_ZIP=0.434, Synergy_Bliss=-4.69, Synergy_Loewe=-9.51, Synergy_HSA=-6.24.